From a dataset of Forward reaction prediction with 1.9M reactions from USPTO patents (1976-2016). Predict the product of the given reaction. (1) Given the reactants CS(C)=O.C(Cl)(=O)C(Cl)=O.[CH2:11]([N:18]1[CH2:23][CH:22]([CH3:24])[O:21][CH2:20][CH:19]1[CH2:25][CH:26]([OH:28])[CH3:27])[C:12]1[CH:17]=[CH:16][CH:15]=[CH:14][CH:13]=1.C(N(CC)CC)C, predict the reaction product. The product is: [CH2:11]([N:18]1[CH2:23][CH:22]([CH3:24])[O:21][CH2:20][CH:19]1[CH2:25][C:26]([CH3:27])=[O:28])[C:12]1[CH:13]=[CH:14][CH:15]=[CH:16][CH:17]=1. (2) Given the reactants [CH2:1]([O:7][C:8]1[CH:16]=[CH:15][C:11]([C:12](Cl)=[O:13])=[CH:10][CH:9]=1)[CH2:2][CH2:3][CH2:4][CH2:5][CH3:6].[CH2:17]([O:19][C:20](=[O:39])[C:21]([N:23]([CH2:31][C:32]1[CH:37]=[CH:36][C:35]([NH2:38])=[CH:34][CH:33]=1)[CH2:24][C:25]1[CH:30]=[CH:29][CH:28]=[CH:27][CH:26]=1)=[O:22])[CH3:18], predict the reaction product. The product is: [CH2:17]([O:19][C:20](=[O:39])[C:21]([N:23]([CH2:24][C:25]1[CH:26]=[CH:27][CH:28]=[CH:29][CH:30]=1)[CH2:31][C:32]1[CH:37]=[CH:36][C:35]([NH:38][C:12](=[O:13])[C:11]2[CH:15]=[CH:16][C:8]([O:7][CH2:1][CH2:2][CH2:3][CH2:4][CH2:5][CH3:6])=[CH:9][CH:10]=2)=[CH:34][CH:33]=1)=[O:22])[CH3:18]. (3) Given the reactants C[O:2][C:3](=[O:16])[CH2:4][O:5][C:6]1[CH:11]=[C:10]([O:12][CH3:13])[C:9]([SH:14])=[CH:8][C:7]=1[CH3:15].Br[C:18]1[CH:23]=[CH:22][CH:21]=[C:20]([C:24]([F:27])([F:26])[F:25])[CH:19]=1, predict the reaction product. The product is: [CH3:13][O:12][C:10]1[C:9]([S:14][CH2:15][C:7]2[CH:8]=[CH:9][C:10]([C:18]3[CH:23]=[CH:22][CH:21]=[C:20]([C:24]([F:27])([F:26])[F:25])[CH:19]=3)=[CH:11][CH:6]=2)=[CH:8][C:7]([CH3:15])=[C:6]([CH:11]=1)[O:5][CH2:4][C:3]([OH:2])=[O:16]. (4) Given the reactants [NH2:1][C:2]1[N:7]=[C:6]([C@@H:8]([NH:18][C:19](=[O:31])[CH2:20][C:21]2[C:29]3[C:24](=[CH:25][CH:26]=[C:27]([F:30])[CH:28]=3)[NH:23][CH:22]=2)[CH2:9][C:10]2[CH:15]=[C:14]([F:16])[CH:13]=[C:12]([F:17])[CH:11]=2)[C:5]([C:32]2[CH:33]=CC(F)=[C:36]([CH:40]=2)C(N)=O)=[CH:4][CH:3]=1.NC1N=C(C(NC(=O)CC2C3C(=CC=C(F)C=3)NC=2)CC2C=C(F)C=C(F)C=2)C(Br)=CC=1.[CH3:74][O:75][C:76]1C=C(B(O)O)C=C[N:77]=1, predict the reaction product. The product is: [NH2:1][C:2]1[N:7]=[C:6]([CH:8]([NH:18][C:19](=[O:31])[CH2:20][C:21]2[C:29]3[C:24](=[CH:25][CH:26]=[C:27]([F:30])[CH:28]=3)[NH:23][CH:22]=2)[CH2:9][C:10]2[CH:15]=[C:14]([F:16])[CH:13]=[C:12]([F:17])[CH:11]=2)[C:5]([C:32]2[CH:40]=[CH:36][N:77]=[C:76]([O:75][CH3:74])[CH:33]=2)=[CH:4][CH:3]=1. (5) The product is: [Cl:13][C:14]1[C:15]2[N:22]([CH3:23])[C:21]([C:1]#[N:4])=[CH:20][C:16]=2[N:17]=[CH:18][N:19]=1. Given the reactants [CH:1]([NH:4]C(C)C)(C)C.C([Li])CCC.[Cl:13][C:14]1[C:15]2[N:22]([CH3:23])[CH:21]=[CH:20][C:16]=2[N:17]=[CH:18][N:19]=1.C1(C)C=CC(S(C#N)(=O)=O)=CC=1, predict the reaction product.